Dataset: Catalyst prediction with 721,799 reactions and 888 catalyst types from USPTO. Task: Predict which catalyst facilitates the given reaction. (1) Reactant: Br[C:2]1[CH:3]=[C:4]2[C:9](=[CH:10][CH:11]=1)[N:8]=[CH:7][CH:6]=[CH:5]2.[CH3:12][S:13]([O-:15])=[O:14].[Na+].[Na+].N1CCC[C@H]1C([O-])=O. Product: [CH3:12][S:13]([C:2]1[CH:3]=[C:4]2[C:9](=[CH:10][CH:11]=1)[N:8]=[CH:7][CH:6]=[CH:5]2)(=[O:15])=[O:14]. The catalyst class is: 846. (2) Reactant: [CH:1]([C:4]1[C:5]([O:16][CH2:17][CH2:18][CH3:19])=[C:6](B(O)O)[CH:7]=[C:8]([CH:10]([CH3:12])[CH3:11])[CH:9]=1)([CH3:3])[CH3:2].[C:20](=[O:23])([O-])[O-].[Na+].[Na+].O.[CH2:27]([OH:29])[CH3:28]. Product: [C:27]([C:20]1[O:23][C:2]2[C:1]([C:4]3[CH:9]=[C:8]([CH:10]([CH3:12])[CH3:11])[CH:7]=[C:6]([CH:6]([CH3:7])[CH3:5])[C:5]=3[O:16][CH2:17][CH2:18][CH3:19])=[CH:3][CH:9]=[CH:4][C:1]=2[CH:2]=1)(=[O:29])[CH3:28]. The catalyst class is: 109. (3) Reactant: [C:1]([N:8]1[CH2:12][C@@H:11]([N:13]([CH:20]2[CH2:25][CH2:24][C:23]([CH3:27])([CH3:26])[CH2:22][CH2:21]2)[C:14](=[O:19])[C:15]([CH3:18])([CH3:17])[CH3:16])[CH2:10][C@H:9]1[CH:28]=O)([O:3][C:4]([CH3:7])([CH3:6])[CH3:5])=[O:2].Cl.[NH2:31][OH:32]. Product: [C:1]([N:8]1[CH2:12][C@@H:11]([N:13]([CH:20]2[CH2:21][CH2:22][C:23]([CH3:27])([CH3:26])[CH2:24][CH2:25]2)[C:14](=[O:19])[C:15]([CH3:16])([CH3:18])[CH3:17])[CH2:10][C@H:9]1/[CH:28]=[N:31]/[OH:32])([O:3][C:4]([CH3:6])([CH3:7])[CH3:5])=[O:2]. The catalyst class is: 5. (4) Reactant: [C:1]([O:4][C:5]1[CH:10]=[CH:9][C:8]([NH:11][CH:12]=[O:13])=[C:7]([N+:14]([O-])=O)[CH:6]=1)(=[O:3])[CH3:2]. Product: [C:1]([O:4][C:5]1[CH:10]=[CH:9][C:8]([NH:11][CH:12]=[O:13])=[C:7]([NH2:14])[CH:6]=1)(=[O:3])[CH3:2]. The catalyst class is: 78. (5) Product: [CH3:14][O:13][C:9]1[C:7]2[N:8]=[C:16]([NH2:17])[N:3]3[CH2:4][CH2:5][N:1]=[C:2]3[C:6]=2[CH:12]=[CH:11][CH:10]=1.[N:17]([CH2:20][CH3:21])([CH2:18][CH3:19])[CH2:16][CH3:15].[BrH:24]. Reactant: [NH:1]1[CH2:5][CH2:4][N:3]=[C:2]1[C:6]1[CH:12]=[CH:11][CH:10]=[C:9]([O:13][CH3:14])[C:7]=1[NH2:8].[CH3:15][CH2:16][N:17]([CH2:20][CH3:21])[CH2:18][CH3:19].N#C[Br:24]. The catalyst class is: 2.